Dataset: Forward reaction prediction with 1.9M reactions from USPTO patents (1976-2016). Task: Predict the product of the given reaction. Given the reactants Br[C:2]1[CH:7]=[CH:6][C:5]([O:8][CH3:9])=[C:4]([F:10])[CH:3]=1.[NH:11]1[CH:15]=[CH:14][CH:13]=[N:12]1.C(=NO)C1C(=CC=CC=1)O.C(=O)([O-])[O-].[Cs+].[Cs+], predict the reaction product. The product is: [F:10][C:4]1[CH:3]=[C:2]([N:11]2[CH:15]=[CH:14][CH:13]=[N:12]2)[CH:7]=[CH:6][C:5]=1[O:8][CH3:9].